The task is: Regression/Classification. Given a drug SMILES string, predict its toxicity properties. Task type varies by dataset: regression for continuous values (e.g., LD50, hERG inhibition percentage) or binary classification for toxic/non-toxic outcomes (e.g., AMES mutagenicity, cardiotoxicity, hepatotoxicity). Dataset: herg_karim.. This data is from hERG potassium channel inhibition data for cardiac toxicity prediction from Karim et al.. (1) The drug is O=C1COc2ccc(CNC34CCC(CCc5c(F)cnc6ccc(OC[C@H]7C[C@H]7C(=O)O)nc56)(CC3)OC4)nc2N1. The result is 0 (non-blocker). (2) The molecule is OC1(CCc2ccc(F)cc2F)CCN(CC1)S(=O)(=O)c3ccc(F)cc3. The result is 1 (blocker). (3) The compound is CC(C)(C)CCN1CCC(CNC(=O)c2ccc(Cl)c(Cl)c2)CC1. The result is 1 (blocker).